This data is from Full USPTO retrosynthesis dataset with 1.9M reactions from patents (1976-2016). The task is: Predict the reactants needed to synthesize the given product. Given the product [F:14][C:15]([F:20])([F:19])[C:16]([OH:18])=[O:17].[OH:1][CH2:2][CH:3]1[CH2:6][NH:5][CH2:4]1, predict the reactants needed to synthesize it. The reactants are: [OH:1][CH2:2][CH:3]1[CH2:6][N:5](C(OC(C)(C)C)=O)[CH2:4]1.[F:14][C:15]([F:20])([F:19])[C:16]([OH:18])=[O:17].